Dataset: NCI-60 drug combinations with 297,098 pairs across 59 cell lines. Task: Regression. Given two drug SMILES strings and cell line genomic features, predict the synergy score measuring deviation from expected non-interaction effect. (1) Drug 2: CC1=C(C=C(C=C1)C(=O)NC2=CC(=CC(=C2)C(F)(F)F)N3C=C(N=C3)C)NC4=NC=CC(=N4)C5=CN=CC=C5. Cell line: RPMI-8226. Drug 1: C(=O)(N)NO. Synergy scores: CSS=-1.99, Synergy_ZIP=-1.10, Synergy_Bliss=0.525, Synergy_Loewe=-2.92, Synergy_HSA=-2.54. (2) Drug 1: COC1=C(C=C2C(=C1)N=CN=C2NC3=CC(=C(C=C3)F)Cl)OCCCN4CCOCC4. Drug 2: C1=NC2=C(N1)C(=S)N=CN2. Cell line: EKVX. Synergy scores: CSS=31.7, Synergy_ZIP=3.23, Synergy_Bliss=3.69, Synergy_Loewe=1.54, Synergy_HSA=4.56. (3) Drug 1: CC1=CC2C(CCC3(C2CCC3(C(=O)C)OC(=O)C)C)C4(C1=CC(=O)CC4)C. Drug 2: CC=C1C(=O)NC(C(=O)OC2CC(=O)NC(C(=O)NC(CSSCCC=C2)C(=O)N1)C(C)C)C(C)C. Cell line: COLO 205. Synergy scores: CSS=64.0, Synergy_ZIP=1.40, Synergy_Bliss=-0.702, Synergy_Loewe=-64.6, Synergy_HSA=-2.25.